From a dataset of Full USPTO retrosynthesis dataset with 1.9M reactions from patents (1976-2016). Predict the reactants needed to synthesize the given product. (1) Given the product [F:18][CH:2]([F:1])[C:3]1[CH:16]=[CH:15][C:6]([C@@H:7]([NH:8][S@@:9]([C:11]([CH3:13])([CH3:14])[CH3:12])=[O:10])[CH3:19])=[C:5]([F:17])[CH:4]=1, predict the reactants needed to synthesize it. The reactants are: [F:1][CH:2]([F:18])[C:3]1[CH:16]=[CH:15][C:6](/[CH:7]=[N:8]/[S@@:9]([C:11]([CH3:14])([CH3:13])[CH3:12])=[O:10])=[C:5]([F:17])[CH:4]=1.[CH3:19][Mg]Br. (2) Given the product [CH2:1]([O:5][C:6]([N:8]1[CH2:9][CH2:10][N:11]([C:14](=[O:31])[C@@H:15]([NH2:23])[CH2:16][CH2:17][C:18]2[N:22]=[N:21][NH:20][N:19]=2)[CH2:12][CH2:13]1)=[O:7])[CH2:2][CH2:3][CH3:4], predict the reactants needed to synthesize it. The reactants are: [CH2:1]([O:5][C:6]([N:8]1[CH2:13][CH2:12][N:11]([C:14](=[O:31])[C@@H:15]([NH:23]C(OC(C)(C)C)=O)[CH2:16][CH2:17][C:18]2[N:19]=[N:20][NH:21][N:22]=2)[CH2:10][CH2:9]1)=[O:7])[CH2:2][CH2:3][CH3:4].C(O)(C(F)(F)F)=O. (3) Given the product [NH2:1][C:2]1[N:7]=[CH:6][N:5]=[C:4]2[N:8]([CH:19]([C:21]3[CH:22]=[C:23]4[N:28]([C:29]=3[CH2:30][N:31]3[CH2:48][CH2:47][C:34]5([CH2:39][CH2:38][N:37]([CH3:40])[CH2:36][CH2:35]5)[CH2:33][CH2:32]3)[CH:27]=[CH:26][CH:25]=[CH:24]4)[CH3:20])[N:9]=[C:10]([C:11]3[CH:16]=[C:15]([OH:17])[CH:14]=[C:13]([F:18])[CH:12]=3)[C:3]=12, predict the reactants needed to synthesize it. The reactants are: [NH2:1][C:2]1[N:7]=[CH:6][N:5]=[C:4]2[N:8]([CH:19]([C:21]3[CH:22]=[C:23]4[N:28]([C:29]=3[CH2:30][N:31]3[CH2:48][CH2:47][C:34]5([CH2:39][CH2:38][N:37]([C:40](OC(C)(C)C)=O)[CH2:36][CH2:35]5)[CH2:33][CH2:32]3)[CH:27]=[CH:26][CH:25]=[CH:24]4)[CH3:20])[N:9]=[C:10]([C:11]3[CH:16]=[C:15]([OH:17])[CH:14]=[C:13]([F:18])[CH:12]=3)[C:3]=12.C1COCC1.[H-].[H-].[H-].[H-].[Li+].[Al+3].O.O.O.O.O.O.O.O.O.O.S([O-])([O-])(=O)=O.[Na+].[Na+].